Dataset: Peptide-MHC class I binding affinity with 185,985 pairs from IEDB/IMGT. Task: Regression. Given a peptide amino acid sequence and an MHC pseudo amino acid sequence, predict their binding affinity value. This is MHC class I binding data. (1) The binding affinity (normalized) is 0.980. The peptide sequence is NHINVLLSL. The MHC is Mamu-A07 with pseudo-sequence Mamu-A07. (2) The peptide sequence is WMMLLIAQA. The MHC is HLA-A02:06 with pseudo-sequence HLA-A02:06. The binding affinity (normalized) is 0.393. (3) The MHC is HLA-B18:01 with pseudo-sequence HLA-B18:01. The peptide sequence is REAPAHVST. The binding affinity (normalized) is 0.209. (4) The peptide sequence is NRYGVAYVY. The MHC is HLA-A26:01 with pseudo-sequence HLA-A26:01. The binding affinity (normalized) is 0.0847. (5) The peptide sequence is MHGHGKHIL. The MHC is HLA-B27:03 with pseudo-sequence HLA-B27:03. The binding affinity (normalized) is 0.0847.